From a dataset of Reaction yield outcomes from USPTO patents with 853,638 reactions. Predict the reaction yield, written as a fraction of the theoretical maximum amount of product (1.0 means a 100% yield; for example, 0.34 means a 34% yield). (1) The reactants are [F:1][C:2]([F:27])([F:26])[CH2:3][N:4]1[C:8]2[N:9]=[C:10]([C:19]3[CH:25]=[CH:24][C:22]([NH2:23])=[CH:21][CH:20]=3)[N:11]=[C:12]([N:13]3[CH2:18][CH2:17][O:16][CH2:15][CH2:14]3)[C:7]=2[CH:6]=[CH:5]1.ClC(Cl)(O[C:32](=[O:38])OC(Cl)(Cl)Cl)Cl.[CH2:40]([CH2:42][NH2:43])[OH:41]. No catalyst specified. The product is [OH:41][CH2:40][CH2:42][NH:43][C:32]([NH:23][C:22]1[CH:24]=[CH:25][C:19]([C:10]2[N:11]=[C:12]([N:13]3[CH2:18][CH2:17][O:16][CH2:15][CH2:14]3)[C:7]3[CH:6]=[CH:5][N:4]([CH2:3][C:2]([F:26])([F:1])[F:27])[C:8]=3[N:9]=2)=[CH:20][CH:21]=1)=[O:38]. The yield is 0.760. (2) The reactants are [NH:1]1[C:9]2[C:4](=[CH:5][CH:6]=[C:7]([CH:10]=[O:11])[CH:8]=2)[CH:3]=[CH:2]1.[F:12][C:13]1[CH:18]=[CH:17][C:16](I)=[CH:15][C:14]=1[F:20].P([O-])([O-])([O-])=O.[K+].[K+].[K+].CNCCNC. The catalyst is C1(C)C=CC=CC=1.CCCCCC.[Cu]I. The product is [F:12][C:13]1[CH:18]=[C:17]([N:1]2[C:9]3[C:4](=[CH:5][CH:6]=[C:7]([CH:10]=[O:11])[CH:8]=3)[CH:3]=[CH:2]2)[CH:16]=[CH:15][C:14]=1[F:20]. The yield is 0.520. (3) The reactants are [CH3:1][C:2]1([CH2:5][OH:6])[CH2:4][CH2:3]1.[CH3:7][S:8](Cl)(=[O:10])=[O:9]. The catalyst is C(Cl)Cl. The product is [CH3:7][S:8]([O:6][CH2:5][C:2]1([CH3:1])[CH2:4][CH2:3]1)(=[O:10])=[O:9]. The yield is 0.970. (4) The reactants are O=[C:2]1[C:14]2[C:13]3[C:12]([C:15]([O:17]C)=O)=[CH:11][CH:10]=[CH:9][C:8]=3[NH:7][C:6]=2[CH2:5][N:4]([C:19]([O:21][CH2:22][C:23]2[CH:28]=[CH:27][CH:26]=[CH:25][CH:24]=2)=[O:20])[CH2:3]1.C(O)(=O)C.O.[NH2:34][NH2:35]. The catalyst is CO. The product is [O:17]=[C:15]1[C:12]2=[CH:11][CH:10]=[CH:9][C:8]3[NH:7][C:6]4[CH2:5][N:4]([C:19]([O:21][CH2:22][C:23]5[CH:28]=[CH:27][CH:26]=[CH:25][CH:24]=5)=[O:20])[CH2:3][C:2]([C:14]=4[C:13]=32)=[N:35][NH:34]1. The yield is 0.940. (5) The reactants are [CH2:1]([N:8]([C@@H:19]([C:21]1[CH:26]=[CH:25][CH:24]=[CH:23][CH:22]=1)[CH3:20])[C@H:9]([CH3:18])[CH2:10][C:11](OC(C)(C)C)=[O:12])[C:2]1[CH:7]=[CH:6][CH:5]=[CH:4][CH:3]=1.[H-].[Al+3].[Li+].[H-].[H-].[H-]. The catalyst is C1COCC1.CCOCC. The product is [CH2:1]([N:8]([C@@H:19]([C:21]1[CH:22]=[CH:23][CH:24]=[CH:25][CH:26]=1)[CH3:20])[C@H:9]([CH3:18])[CH2:10][CH2:11][OH:12])[C:2]1[CH:3]=[CH:4][CH:5]=[CH:6][CH:7]=1. The yield is 0.780. (6) The reactants are [NH:1]([C:3]1[N:4]=[N:5][C:6]([C:9]2[CH:10]=[N:11][N:12]([CH3:14])[CH:13]=2)=[CH:7][CH:8]=1)[NH2:2].[OH-].[K+].[C:17](=S)=[S:18]. The catalyst is C(O)C.O. The product is [CH3:14][N:12]1[CH:13]=[C:9]([C:6]2[CH:7]=[CH:8][C:3]3[N:4]([C:17]([SH:18])=[N:2][N:1]=3)[N:5]=2)[CH:10]=[N:11]1. The yield is 0.773. (7) The reactants are Cl.Cl.[NH2:3][CH2:4][CH2:5][S:6][S:7][CH2:8][CH2:9][NH2:10].C(N(CC)CC)C.[CH3:18][C:19]([O:22][C:23](O[C:23]([O:22][C:19]([CH3:21])([CH3:20])[CH3:18])=[O:24])=[O:24])([CH3:21])[CH3:20]. The catalyst is CO. The product is [NH2:3][CH2:4][CH2:5][S:6][S:7][CH2:8][CH2:9][NH:10][C:23](=[O:24])[O:22][C:19]([CH3:21])([CH3:20])[CH3:18]. The yield is 0.440. (8) The reactants are S(Cl)(Cl)=O.[Br:5][C:6]1[CH:19]=[C:18]2[C:9]([O:10][C@@H:11]3[C@@H:16]([C:17]2([CH:21]=[CH2:22])O)[CH2:15][CH2:14][CH2:13][CH2:12]3)=[CH:8][CH:7]=1.[NH2:23][C:24]([NH2:26])=[S:25]. The catalyst is ClCCl. The product is [C:24]([S:25][CH2:22]/[CH:21]=[C:17]1/[C:18]2[C:9]([O:10][CH:11]3[CH:16]/1[CH2:15][CH2:14][CH2:13][CH2:12]3)=[CH:8][CH:7]=[C:6]([Br:5])[CH:19]=2)(=[NH:23])[NH2:26]. The yield is 0.850. (9) The reactants are [F:1][C:2]1[CH:3]=[C:4]2[C:8](=[CH:9][CH:10]=1)[N:7]([CH2:11][C@@H:12]([NH:18][C:19](=[O:35])[C@@H:20]([NH:25][C:26](=[O:34])[C:27]1[CH:32]=[CH:31][CH:30]=[C:29]([CH3:33])[CH:28]=1)[CH2:21][CH:22]([CH3:24])[CH3:23])[CH2:13][CH2:14]C(O)=O)[CH2:6][CH2:5]2.C1(P(N=[N+]=[N-])(C2C=CC=CC=2)=O)C=CC=CC=1.C([N:55](CC)CC)C.[N-:60]=[C:61]=[O:62].C(=O)(O)N.[N-]=[N+]=[N-]. The catalyst is CC(O)(C)C. The product is [F:1][C:2]1[CH:3]=[C:4]2[C:8](=[CH:9][CH:10]=1)[N:7]([CH2:11][C@@H:12]([NH:18][C:19]([C@@H:20]([NH:25][C:26](=[O:34])[C:27]1[CH:32]=[CH:31][CH:30]=[C:29]([CH3:33])[CH:28]=1)[CH2:21][CH:22]([CH3:23])[CH3:24])=[O:35])[CH2:13][CH2:14][NH:60][C:61]([NH2:55])=[O:62])[CH2:6][CH2:5]2. The yield is 0.200. (10) The reactants are Cl[C:2]1[CH:7]=[CH:6][N:5]2[N:8]=[CH:9][C:10]([C:11]([NH:13][C:14]3[N:18]([C:19]4[CH:24]=[CH:23][CH:22]=[C:21]([Cl:25])[CH:20]=4)[N:17]=[C:16]([CH3:26])[CH:15]=3)=[O:12])=[C:4]2[N:3]=1.[OH-].[NH4+:28]. No catalyst specified. The product is [NH2:28][C:2]1[CH:7]=[CH:6][N:5]2[N:8]=[CH:9][C:10]([C:11]([NH:13][C:14]3[N:18]([C:19]4[CH:24]=[CH:23][CH:22]=[C:21]([Cl:25])[CH:20]=4)[N:17]=[C:16]([CH3:26])[CH:15]=3)=[O:12])=[C:4]2[N:3]=1. The yield is 0.480.